The task is: Predict the reactants needed to synthesize the given product.. This data is from Full USPTO retrosynthesis dataset with 1.9M reactions from patents (1976-2016). (1) Given the product [CH3:15][C:14]([CH3:1])([CH2:16]/[CH:20]=[CH:21]/[CH2:22][CH2:23][CH2:24][CH2:25][CH2:26][CH2:27][CH3:28])[C:13]([O:18][CH3:19])=[O:17], predict the reactants needed to synthesize it. The reactants are: [CH2:1]([Li])CCC.C(NC(C)C)(C)C.[C:13]([O:18][CH3:19])(=[O:17])[CH:14]([CH3:16])[CH3:15].[CH2:20](Br)/[CH:21]=[CH:22]/[CH2:23][CH2:24][CH2:25][CH2:26][CH2:27][CH2:28]C. (2) Given the product [C:5]([OH:7])(=[O:6])[CH:3]=[CH2:2].[C:5]([OH:7])(=[O:6])[C:3]([CH3:8])=[CH2:2].[C:1]([OH:13])(=[O:12])/[CH:2]=[CH:3]\[C:5]([OH:7])=[O:6], predict the reactants needed to synthesize it. The reactants are: [C:1]([OH:13])(=[O:12])[CH2:2][C:3]([CH2:8]C(O)=O)([C:5]([OH:7])=[O:6])O. (3) Given the product [OH:26][C:25]1[C:17]([CH:2]2[C:6]3[CH:7]=[N:8][CH:9]=[CH:10][C:5]=3[N:4]([CH2:11][CH2:12][CH2:13][CH2:14][CH3:15])[C:3]2=[O:16])=[CH:18][C:19]2[O:23][CH2:22][O:21][C:20]=2[CH:24]=1, predict the reactants needed to synthesize it. The reactants are: O[C:2]1([C:17]2[C:25]([OH:26])=[CH:24][C:20]3[O:21][CH2:22][O:23][C:19]=3[CH:18]=2)[C:6]2[CH:7]=[N:8][CH:9]=[CH:10][C:5]=2[N:4]([CH2:11][CH2:12][CH2:13][CH2:14][CH3:15])[C:3]1=[O:16].C([SiH](CC)CC)C.FC(F)(F)C(O)=O. (4) Given the product [N:39]1[N:38]=[CH:37][N:36]([NH:35][C:32]([C:15]2[N:16]([C:20]3[CH:25]=[CH:24][C:23]([O:26][CH:27]4[CH2:28][CH2:29][CH2:30][CH2:31]4)=[CH:22][CH:21]=3)[C:17]3[C:13]([CH:14]=2)=[CH:12][C:11]([C:8]2[CH:9]=[CH:10][C:5]([C:1]([CH3:2])([CH3:3])[CH3:4])=[CH:6][CH:7]=2)=[CH:19][CH:18]=3)=[O:33])[CH:40]=1, predict the reactants needed to synthesize it. The reactants are: [C:1]([C:5]1[CH:10]=[CH:9][C:8]([C:11]2[CH:12]=[C:13]3[C:17](=[CH:18][CH:19]=2)[N:16]([C:20]2[CH:25]=[CH:24][C:23]([O:26][CH:27]4[CH2:31][CH2:30][CH2:29][CH2:28]4)=[CH:22][CH:21]=2)[C:15]([C:32](Cl)=[O:33])=[CH:14]3)=[CH:7][CH:6]=1)([CH3:4])([CH3:3])[CH3:2].[NH2:35][N:36]1[CH:40]=[N:39][N:38]=[CH:37]1.